From a dataset of Forward reaction prediction with 1.9M reactions from USPTO patents (1976-2016). Predict the product of the given reaction. (1) Given the reactants Cl.[C:2]([C:4]1[C:9]([C:10]([O:12][CH3:13])=[O:11])=[C:8]([O:14][C@@H:15]2[CH2:20][CH2:19][C@@H:18]([CH3:21])[NH:17][CH2:16]2)[N:7]=[CH:6][CH:5]=1)#[N:3].N1N([C:27]2[CH:35]=[CH:34][CH:33]=[CH:32][C:28]=2[C:29]([OH:31])=O)N=NC=1.O[N:37]1[C:41]2[N:42]=[CH:43][CH:44]=[CH:45]C=2N=N1.C(Cl)CCl, predict the reaction product. The product is: [C:2]([C:4]1[CH:5]=[CH:6][N:7]=[C:8]([O:14][C@@H:15]2[CH2:20][CH2:19][C@@H:18]([CH3:21])[N:17]([C:29]([C:28]3[CH:32]=[CH:33][CH:34]=[CH:35][C:27]=3[C:41]3[N:37]=[CH:45][CH:44]=[CH:43][N:42]=3)=[O:31])[CH2:16]2)[C:9]=1[C:10]([O:12][CH3:13])=[O:11])#[N:3]. (2) The product is: [CH:1]1[C:13]2[CH:12]([CH2:14][O:15][C:16]([NH:18][C@@H:19]([CH2:27][C:28]3[CH:29]=[N:30][C:31]([C:37]4[CH:38]=[CH:39][CH:40]=[CH:41][C:36]=4[CH3:35])=[CH:32][CH:33]=3)[C:20]([O:22][C:23]([CH3:26])([CH3:25])[CH3:24])=[O:21])=[O:17])[C:11]3[C:6](=[CH:7][CH:8]=[CH:9][CH:10]=3)[C:5]=2[CH:4]=[CH:3][CH:2]=1. Given the reactants [CH:1]1[C:13]2[CH:12]([CH2:14][O:15][C:16]([NH:18][C@@H:19]([CH2:27][C:28]3[CH:29]=[N:30][C:31](Br)=[CH:32][CH:33]=3)[C:20]([O:22][C:23]([CH3:26])([CH3:25])[CH3:24])=[O:21])=[O:17])[C:11]3[C:6](=[CH:7][CH:8]=[CH:9][CH:10]=3)[C:5]=2[CH:4]=[CH:3][CH:2]=1.[CH3:35][C:36]1[CH:41]=[CH:40][CH:39]=[CH:38][C:37]=1B(O)O.C(=O)([O-])[O-].[Na+].[Na+], predict the reaction product. (3) Given the reactants N12CCCN=C1CCCCC2.CN(C)[CH:14]=[O:15].[CH2:17]([C:21]1[N:22]([CH2:35][C:36]2[CH:41]=[CH:40][C:39]([C:42]3[C:43]([C:48](=[N:50][OH:51])[NH2:49])=[CH:44][CH:45]=[CH:46][CH:47]=3)=[CH:38][CH:37]=2)[C:23]([CH2:33][OH:34])=[C:24]([C:26]2[CH:31]=[CH:30][C:29]([F:32])=[CH:28][CH:27]=2)[N:25]=1)[CH2:18][CH2:19][CH3:20], predict the reaction product. The product is: [CH2:17]([C:21]1[N:22]([CH2:35][C:36]2[CH:41]=[CH:40][C:39]([C:42]3[CH:47]=[CH:46][CH:45]=[CH:44][C:43]=3[C:48]3[NH:49][C:14](=[O:15])[O:51][N:50]=3)=[CH:38][CH:37]=2)[C:23]([CH2:33][OH:34])=[C:24]([C:26]2[CH:31]=[CH:30][C:29]([F:32])=[CH:28][CH:27]=2)[N:25]=1)[CH2:18][CH2:19][CH3:20]. (4) Given the reactants [C:1]([NH:5][S:6]([C:9]1[C:10]([C:15]2[CH:20]=[CH:19][C:18](B3OC(C)(C)C(C)(C)O3)=[C:17]([F:30])[CH:16]=2)=[CH:11][CH:12]=[CH:13][CH:14]=1)(=[O:8])=[O:7])([CH3:4])([CH3:3])[CH3:2].Br[C:32]1[CH:41]=[N:40][C:39]2[NH:38][CH2:37][CH2:36][O:35][C:34]=2[CH:33]=1, predict the reaction product. The product is: [C:1]([NH:5][S:6]([C:9]1[C:10]([C:15]2[CH:20]=[CH:19][C:18]([C:32]3[CH:41]=[N:40][C:39]4[NH:38][CH2:37][CH2:36][O:35][C:34]=4[CH:33]=3)=[C:17]([F:30])[CH:16]=2)=[CH:11][CH:12]=[CH:13][CH:14]=1)(=[O:8])=[O:7])([CH3:2])([CH3:3])[CH3:4].